The task is: Predict the product of the given reaction.. This data is from Forward reaction prediction with 1.9M reactions from USPTO patents (1976-2016). Given the reactants [C:1]1([C:7]2[C:21]3[C:20]4[C:22]5[C:16]([CH:17]=[CH:18][CH:19]=4)=[C:15](B(O)O)[CH:14]=[CH:13][C:12]=5[C:11]=3[C:10]([C:26]3[CH:31]=[CH:30][CH:29]=[CH:28][CH:27]=3)=[C:9]3[CH:32]=[CH:33][CH:34]=[CH:35][C:8]=23)[CH:6]=[CH:5][CH:4]=[CH:3][CH:2]=1.[Br:36][C:37]1[CH:42]=[CH:41][C:40](I)=[CH:39][CH:38]=1.C(=O)([O-])[O-].[Na+].[Na+], predict the reaction product. The product is: [Br:36][C:37]1[CH:42]=[CH:41][C:40]([C:15]2[CH:14]=[CH:13][C:12]3=[C:22]4[C:16]=2[CH:17]=[CH:18][CH:19]=[C:20]4[C:21]2[C:7]([C:1]4[CH:2]=[CH:3][CH:4]=[CH:5][CH:6]=4)=[C:8]4[CH:35]=[CH:34][CH:33]=[CH:32][C:9]4=[C:10]([C:26]4[CH:31]=[CH:30][CH:29]=[CH:28][CH:27]=4)[C:11]=23)=[CH:39][CH:38]=1.